Task: Predict the product of the given reaction.. Dataset: Forward reaction prediction with 1.9M reactions from USPTO patents (1976-2016) (1) Given the reactants [NH2:1][C:2]1[CH:3]=[C:4]2[C:9](=[CH:10][CH:11]=1)[N:8]=[CH:7][N:6]=[C:5]2[NH:12][C:13]1[CH:18]=[CH:17][CH:16]=[C:15]([Br:19])[CH:14]=1.[C:20](Cl)(=[O:24])/[CH:21]=[CH:22]/[CH3:23], predict the reaction product. The product is: [Br:19][C:15]1[CH:14]=[C:13]([NH:12][C:5]2[C:4]3[C:9](=[CH:10][CH:11]=[C:2]([NH:1][C:20](=[O:24])/[CH:21]=[CH:22]/[CH3:23])[CH:3]=3)[N:8]=[CH:7][N:6]=2)[CH:18]=[CH:17][CH:16]=1. (2) Given the reactants [OH:1][NH:2][C:3](=[O:18])[C:4]1[CH:9]=[CH:8][CH:7]=[CH:6][C:5]=1[C:10]#[C:11][C:12]1[CH:17]=[CH:16][CH:15]=[CH:14][CH:13]=1, predict the reaction product. The product is: [OH:1][NH:2][C:3](=[O:18])[C:4]1[CH:9]=[CH:8][CH:7]=[CH:6][C:5]=1[CH2:10][CH2:11][C:12]1[CH:17]=[CH:16][CH:15]=[CH:14][CH:13]=1. (3) Given the reactants C(N(CC)CC)C.C1CN([P+](ON2N=NC3C=CC=CC2=3)(N2CCCC2)N2CCCC2)CC1.F[P-](F)(F)(F)(F)F.[NH2:41][C:42]1[CH:50]=[CH:49][C:48]([C:51]([C:53]2[N:61]3[C:56]([CH:57]=[CH:58][CH:59]=[CH:60]3)=[C:55]([Br:62])[C:54]=2[CH3:63])=[O:52])=[CH:47][C:43]=1[C:44](O)=[O:45].Cl.[CH3:65][O:66][C:67](=[O:70])[CH2:68][NH2:69].C(=O)([O-])O.[Na+], predict the reaction product. The product is: [NH2:41][C:42]1[CH:50]=[CH:49][C:48]([C:51]([C:53]2[N:61]3[C:56]([CH:57]=[CH:58][CH:59]=[CH:60]3)=[C:55]([Br:62])[C:54]=2[CH3:63])=[O:52])=[CH:47][C:43]=1[C:44]([NH:69][CH2:68][C:67]([O:66][CH3:65])=[O:70])=[O:45]. (4) Given the reactants C(OC([N:11]1[CH2:16][CH2:15][CH2:14][C@@H:13]([C:17](=[O:33])[NH:18][C:19]2[CH:24]=[C:23]([C:25]3[CH:30]=[CH:29][CH:28]=[CH:27][C:26]=3[O:31][CH3:32])[N:22]=[CH:21][N:20]=2)[CH2:12]1)=O)C1C=CC=CC=1, predict the reaction product. The product is: [CH3:32][O:31][C:26]1[CH:27]=[CH:28][CH:29]=[CH:30][C:25]=1[C:23]1[N:22]=[CH:21][N:20]=[C:19]([NH:18][C:17]([C@@H:13]2[CH2:14][CH2:15][CH2:16][NH:11][CH2:12]2)=[O:33])[CH:24]=1. (5) Given the reactants [CH3:1][CH2:2][CH2:3][CH2:4][CH2:5][CH3:6].[CH:7]1([B:13]([CH:15]2[CH2:20][CH2:19][CH2:18][CH2:17][CH2:16]2)Cl)[CH2:12][CH2:11][CH2:10]CC1, predict the reaction product. The product is: [CH:3]1([B:13]([CH:15]2[CH2:16][CH2:17][CH2:18][CH2:19][CH2:20]2)[CH:7]2[CH2:12][C:11]2=[CH2:10])[CH2:2][CH2:1][CH2:6][CH2:5][CH2:4]1. (6) Given the reactants [CH3:1][Si]([N-][Si](C)(C)C)(C)C.[K+].[CH:11]([C@@H:13]([NH:35][C:36](=[O:42])[O:37][C:38]([CH3:41])([CH3:40])[CH3:39])[CH2:14][C@H:15]([CH2:19][NH:20][C:21](=[O:34])[C:22]1[CH:27]=[CH:26][CH:25]=[CH:24][C:23]=1[O:28][CH2:29][CH2:30][CH2:31][O:32][CH3:33])[CH:16]([CH3:18])[CH3:17])=O.[Cl-].[NH4+], predict the reaction product. The product is: [CH3:33][O:32][CH2:31][CH2:30][CH2:29][O:28][C:23]1[CH:24]=[CH:25][CH:26]=[CH:27][C:22]=1[C:21]([NH:20][CH2:19][C@H:15]([CH:16]([CH3:17])[CH3:18])[CH2:14][C@H:13]([NH:35][C:36](=[O:42])[O:37][C:38]([CH3:40])([CH3:41])[CH3:39])[CH:11]=[CH2:1])=[O:34]. (7) Given the reactants [NH:1]([C:5]1[C:14]2[C:9](=[C:10]([Cl:15])[CH:11]=[CH:12][CH:13]=2)[CH:8]=[CH:7][CH:6]=1)C(C)=O.[OH-].[Na+], predict the reaction product. The product is: [NH2:1][C:5]1[C:14]2[C:9](=[C:10]([Cl:15])[CH:11]=[CH:12][CH:13]=2)[CH:8]=[CH:7][CH:6]=1.